Dataset: Full USPTO retrosynthesis dataset with 1.9M reactions from patents (1976-2016). Task: Predict the reactants needed to synthesize the given product. Given the product [O:47]=[S:43]1(=[O:46])[CH2:42][CH2:41][CH:40]([NH:39][S:36]([C:33]2[CH:34]=[N:35][C:30]([C:9]3[CH:8]=[CH:7][N:6]=[C:5]4[N:19]([S:20]([C:23]5[CH:24]=[CH:25][CH:26]=[CH:27][CH:28]=5)(=[O:21])=[O:22])[C:2]([CH3:1])=[CH:3][C:4]=34)=[CH:31][CH:32]=2)(=[O:38])=[O:37])[CH2:45][CH2:44]1, predict the reactants needed to synthesize it. The reactants are: [CH3:1][C:2]1[N:19]([S:20]([C:23]2[CH:28]=[CH:27][CH:26]=[CH:25][CH:24]=2)(=[O:22])=[O:21])[C:5]2=[N:6][CH:7]=[CH:8][C:9](B3OC(C)(C)C(C)(C)O3)=[C:4]2[CH:3]=1.Cl[C:30]1[N:35]=[CH:34][C:33]([S:36]([NH:39][CH:40]2[CH2:45][CH2:44][S:43](=[O:47])(=[O:46])[CH2:42][CH2:41]2)(=[O:38])=[O:37])=[CH:32][CH:31]=1.C(=O)([O-])[O-].[Na+].[Na+].